From a dataset of Forward reaction prediction with 1.9M reactions from USPTO patents (1976-2016). Predict the product of the given reaction. (1) Given the reactants Cl[C:2]1[CH:7]=[CH:6][C:5]([N+:8]([O-:10])=[O:9])=[CH:4][N:3]=1.[OH:11][C:12]1[CH:13]=[C:14]([NH:19][C:20](=[O:26])[O:21][C:22]([CH3:25])([CH3:24])[CH3:23])[CH:15]=[CH:16][C:17]=1[CH3:18].C(=O)([O-])[O-].[K+].[K+], predict the reaction product. The product is: [CH3:18][C:17]1[CH:16]=[CH:15][C:14]([NH:19][C:20](=[O:26])[O:21][C:22]([CH3:23])([CH3:25])[CH3:24])=[CH:13][C:12]=1[O:11][C:2]1[CH:7]=[CH:6][C:5]([N+:8]([O-:10])=[O:9])=[CH:4][N:3]=1. (2) Given the reactants [C:1]1([NH:7][C:8]2[CH:14]=[CH:13][C:11]([NH2:12])=[CH:10][CH:9]=2)[CH:6]=[CH:5][CH:4]=[CH:3][CH:2]=1.O[CH:16]1[CH2:21][CH2:20][CH2:19][CH2:18][O:17]1.[Cl-].[In+3].[Cl-].[Cl-], predict the reaction product. The product is: [OH:17][CH2:16][CH2:21][CH2:20][CH2:19][CH:18]1[CH:19]2[CH2:20][CH2:21][CH2:16][O:17][CH:18]2[C:13]2[CH:14]=[C:8]([NH:7][C:1]3[CH:2]=[CH:3][CH:4]=[CH:5][CH:6]=3)[CH:9]=[CH:10][C:11]=2[NH:12]1. (3) Given the reactants [O-:1]Cl=O.[Na+].[CH2:5]([O:12][C:13]1[CH:20]=[CH:19][C:16]([CH:17]=[O:18])=[C:15]([CH2:21][CH3:22])[CH:14]=1)[C:6]1[CH:11]=[CH:10][CH:9]=[CH:8][CH:7]=1, predict the reaction product. The product is: [CH2:5]([O:12][C:13]1[CH:20]=[CH:19][C:16]([C:17]([OH:1])=[O:18])=[C:15]([CH2:21][CH3:22])[CH:14]=1)[C:6]1[CH:7]=[CH:8][CH:9]=[CH:10][CH:11]=1. (4) Given the reactants [CH3:1][O:2][C:3]1[CH:4]=[C:5]([CH:33]2[CH2:38][CH2:37][N:36]([C:39]([O:41][C:42]([CH3:45])([CH3:44])[CH3:43])=[O:40])[CH2:35][CH2:34]2)[CH:6]=[CH:7][C:8]=1[NH:9][C:10]1[N:15]=[C:14]([C:16]#[C:17][C:18]2[CH:23]=[CH:22][CH:21]=[CH:20][C:19]=2[CH2:24][C:25]([O:27][CH3:28])=[O:26])[C:13]([C:29]([F:32])([F:31])[F:30])=[CH:12][N:11]=1.C(N(CC)CC)C, predict the reaction product. The product is: [CH3:1][O:2][C:3]1[CH:4]=[C:5]([CH:33]2[CH2:38][CH2:37][N:36]([C:39]([O:41][C:42]([CH3:45])([CH3:44])[CH3:43])=[O:40])[CH2:35][CH2:34]2)[CH:6]=[CH:7][C:8]=1[NH:9][C:10]1[N:15]=[C:14]([CH2:16][CH2:17][C:18]2[CH:23]=[CH:22][CH:21]=[CH:20][C:19]=2[CH2:24][C:25]([O:27][CH3:28])=[O:26])[C:13]([C:29]([F:30])([F:31])[F:32])=[CH:12][N:11]=1. (5) Given the reactants [Cl:1][C:2]1[CH:9]=[CH:8][C:5]([CH:6]=[O:7])=[C:4]([O:10][CH3:11])[CH:3]=1.[CH3:12][CH2:13][Mg+].[Br-].C1C=C[NH+]=CC=1.[O-][Cr](Cl)(=O)=O, predict the reaction product. The product is: [Cl:1][C:2]1[CH:9]=[CH:8][C:5]([C:6](=[O:7])[CH2:12][CH3:13])=[C:4]([O:10][CH3:11])[CH:3]=1.